Dataset: Reaction yield outcomes from USPTO patents with 853,638 reactions. Task: Predict the reaction yield, written as a fraction of the theoretical maximum amount of product (1.0 means a 100% yield; for example, 0.34 means a 34% yield). (1) The reactants are ClCC([NH:5][C:6]([CH3:16])([CH3:15])[CH2:7][C:8]1[CH:13]=[CH:12][C:11]([Cl:14])=[CH:10][CH:9]=1)=O.Cl.C(=O)(O)[O-].[Na+]. The catalyst is O1CCOCC1. The product is [Cl:14][C:11]1[CH:10]=[CH:9][C:8]([CH2:7][C:6]([CH3:16])([NH2:5])[CH3:15])=[CH:13][CH:12]=1. The yield is 0.380. (2) The reactants are FC(F)(F)C(O)=O.[C:8]1([C:14]2[CH:19]=[C:18]([CH:20]3[CH2:25][CH2:24][NH:23][CH2:22][CH2:21]3)[CH:17]=[CH:16][C:15]=2[NH:26][C:27]([C:29]2[NH:30][CH:31]=[C:32]([C:34]#[N:35])[N:33]=2)=[O:28])[CH2:13][CH2:12][CH2:11][CH2:10][CH:9]=1.CCN(CC)CC.C[Si]([N:47]=[C:48]=[O:49])(C)C. The catalyst is C(Cl)Cl. The product is [C:34]([C:32]1[N:33]=[C:29]([C:27]([NH:26][C:15]2[CH:16]=[CH:17][C:18]([CH:20]3[CH2:21][CH2:22][N:23]([C:48]([NH2:47])=[O:49])[CH2:24][CH2:25]3)=[CH:19][C:14]=2[C:8]2[CH2:13][CH2:12][CH2:11][CH2:10][CH:9]=2)=[O:28])[NH:30][CH:31]=1)#[N:35]. The yield is 0.700. (3) The reactants are [CH3:1][C:2]1[O:6][N:5]=[C:4]([C:7]2[CH:12]=[CH:11][N:10]=[CH:9][N:8]=2)[C:3]=1[CH2:13][O:14][C:15]1[CH:23]=[CH:22][C:18]([C:19]([OH:21])=O)=[CH:17][N:16]=1.[CH2:24]([CH2:26][NH2:27])[OH:25]. No catalyst specified. The product is [OH:25][CH2:24][CH2:26][NH:27][C:19](=[O:21])[C:18]1[CH:22]=[CH:23][C:15]([O:14][CH2:13][C:3]2[C:4]([C:7]3[CH:12]=[CH:11][N:10]=[CH:9][N:8]=3)=[N:5][O:6][C:2]=2[CH3:1])=[N:16][CH:17]=1. The yield is 0.730. (4) The catalyst is C(Cl)Cl. The reactants are [C:1]([NH:9][C:10]1[C:11]2[N:12]=[CH:13][N:14]([C:33]=2[N:34]=[CH:35][N:36]=1)[C@@H:15]1[O:32][C@H:22]([CH2:23][O:24][Si](C(C)(C)C)(C)C)[C@@H:17]([O:18][CH2:19]SC)[CH2:16]1)(=[O:8])[C:2]1[CH:7]=[CH:6][CH:5]=[CH:4][CH:3]=1.C1CCCCC=1.C(NC1C2N=CN(C=2N=CN=1)[C@@H]1O[C@H](CO[Si](C(C)(C)C)(C)C)[C@@H](O)C1)(=O)C1C=CC=CC=1.[N-:76]=[N+:77]=[N-:78].[Na+].[NH4+].[F-]. The product is [C:1]([NH:9][C:10]1[C:11]2[N:12]=[CH:13][N:14]([C:33]=2[N:34]=[CH:35][N:36]=1)[C@@H:15]1[O:32][C@H:22]([CH2:23][OH:24])[C@@H:17]([O:18][CH2:19][N:76]=[N+:77]=[N-:78])[CH2:16]1)(=[O:8])[C:2]1[CH:7]=[CH:6][CH:5]=[CH:4][CH:3]=1. The yield is 0.480. (5) The reactants are Cl.Br[C:3]1[CH:8]=[CH:7][N:6]=[CH:5][C:4]=1[F:9].CC1(C)C(C)(C)OB([C:18]2[CH2:23][CH2:22][CH:21]([O:24][CH2:25][CH:26]3[CH2:31][CH2:30][N:29]([C:32]([O:34][C:35]([CH3:38])([CH3:37])[CH3:36])=[O:33])[CH2:28][CH2:27]3)[CH2:20][CH:19]=2)O1.C([O-])([O-])=O.[Na+].[Na+]. The catalyst is C1COCC1.C1C=CC([P]([Pd]([P](C2C=CC=CC=2)(C2C=CC=CC=2)C2C=CC=CC=2)([P](C2C=CC=CC=2)(C2C=CC=CC=2)C2C=CC=CC=2)[P](C2C=CC=CC=2)(C2C=CC=CC=2)C2C=CC=CC=2)(C2C=CC=CC=2)C2C=CC=CC=2)=CC=1. The product is [F:9][C:4]1[CH:5]=[N:6][CH:7]=[CH:8][C:3]=1[C:18]1[CH2:23][CH2:22][CH:21]([O:24][CH2:25][CH:26]2[CH2:31][CH2:30][N:29]([C:32]([O:34][C:35]([CH3:38])([CH3:37])[CH3:36])=[O:33])[CH2:28][CH2:27]2)[CH2:20][CH:19]=1. The yield is 0.388. (6) The reactants are [CH2:1]([O:8][C:9]([N:11]1[CH2:20][CH2:19][C:18]2[C:17]([NH:21][C:22]3[CH:26]=[C:25]([CH:27]4[CH2:29][CH2:28]4)[NH:24][N:23]=3)=[N:16][C:15](S(C)(=O)=O)=[N:14][C:13]=2[CH2:12]1)=[O:10])[C:2]1[CH:7]=[CH:6][CH:5]=[CH:4][CH:3]=1.[F:34][C:35]1[CH:40]=[CH:39][C:38]([C@@H:41]([NH2:43])[CH3:42])=[CH:37][CH:36]=1.CCN(C(C)C)C(C)C. No catalyst specified. The product is [CH2:1]([O:8][C:9]([N:11]1[CH2:20][CH2:19][C:18]2[C:17]([NH:21][C:22]3[CH:26]=[C:25]([CH:27]4[CH2:29][CH2:28]4)[NH:24][N:23]=3)=[N:16][C:15]([NH:43][C@H:41]([C:38]3[CH:39]=[CH:40][C:35]([F:34])=[CH:36][CH:37]=3)[CH3:42])=[N:14][C:13]=2[CH2:12]1)=[O:10])[C:2]1[CH:7]=[CH:6][CH:5]=[CH:4][CH:3]=1. The yield is 0.310. (7) The reactants are [CH2:1]1[C:5]2[CH:6]=[CH:7][C:8]([NH:10][CH:11]=O)=[CH:9][C:4]=2[CH2:3][O:2]1.[H-].[H-].[H-].[H-].[Li+].[Al+3]. The catalyst is C1COCC1.O.CCOC(C)=O. The product is [CH3:11][NH:10][C:8]1[CH:7]=[CH:6][C:5]2[CH2:1][O:2][CH2:3][C:4]=2[CH:9]=1. The yield is 0.960.